From a dataset of Forward reaction prediction with 1.9M reactions from USPTO patents (1976-2016). Predict the product of the given reaction. (1) Given the reactants [NH2:1][C:2]1[CH:7]=[CH:6][N:5]([C@H:8]2[C@H:12]([OH:13])[C@H:11]([F:14])[C@@:10]([N:17]=[N+:18]=[N-:19])([CH2:15][OH:16])[O:9]2)[C:4](=[O:20])[N:3]=1.C([Mg]Cl)(C)(C)C.Cl[C:28]1[CH:45]=[CH:44][CH:43]=[CH:42][C:29]=1[O:30][P:31](=[N:33][C@@H:34]([CH3:41])[C:35]([O:37][CH:38]([CH3:40])[CH3:39])=[O:36])=[O:32].ClC1C=CC2C(=CC=CC=2)C=1OP(=N[C@@H](C)C(OCC1C=CC=CC=1)=O)=O, predict the reaction product. The product is: [CH:38]([O:37][C:35](=[O:36])[C@@H:34]([N:33]=[P:31]([O:30][C:29]1[CH:42]=[CH:43][CH:44]=[CH:45][C:28]=1[O:16][CH2:15][C@:10]1([N:17]=[N+:18]=[N-:19])[C@@H:11]([F:14])[C@@H:12]([OH:13])[C@H:8]([N:5]2[CH:6]=[CH:7][C:2]([NH2:1])=[N:3][C:4]2=[O:20])[O:9]1)=[O:32])[CH3:41])([CH3:39])[CH3:40]. (2) Given the reactants Br[C:2]1[CH:7]=[C:6]([C:8]2[O:12][CH:11]=[N:10][CH:9]=2)[CH:5]=[CH:4][N:3]=1.[CH3:13][O:14][C:15]1[C:20](B2OC(C)(C)C(C)(C)O2)=[C:19]([CH3:30])[CH:18]=[CH:17][N:16]=1.[O-]P([O-])([O-])=O.[K+].[K+].[K+].CN(C1C(C2C(P(C3CCCCC3)C3CCCCC3)=CC=CC=2)=CC=CC=1)C, predict the reaction product. The product is: [CH3:13][O:14][C:15]1[C:20]([C:2]2[CH:7]=[C:6]([C:8]3[O:12][CH:11]=[N:10][CH:9]=3)[CH:5]=[CH:4][N:3]=2)=[C:19]([CH3:30])[CH:18]=[CH:17][N:16]=1.